From a dataset of Reaction yield outcomes from USPTO patents with 853,638 reactions. Predict the reaction yield, written as a fraction of the theoretical maximum amount of product (1.0 means a 100% yield; for example, 0.34 means a 34% yield). (1) The reactants are [CH3:1][O:2][C:3]1[CH:4]=[C:5]([CH:8]=[C:9]([O:11][CH3:12])[CH:10]=1)[CH:6]=O.[OH:13][C:14]1[CH:19]=[CH:18][C:17]([CH2:20][C:21]([OH:23])=[O:22])=[CH:16][CH:15]=1.C(OC(=O)C)(=O)C.C(N(CC)CC)C.Cl. No catalyst specified. The product is [CH3:1][O:2][C:3]1[CH:4]=[C:5]([CH:6]=[C:20]([C:17]2[CH:18]=[CH:19][C:14]([OH:13])=[CH:15][CH:16]=2)[C:21]([OH:23])=[O:22])[CH:8]=[C:9]([O:11][CH3:12])[CH:10]=1. The yield is 0.470. (2) The reactants are [CH2:1]([C:3]1[CH:4]=[C:5]([C:9]2[C:14]([F:15])=[CH:13][CH:12]=[CH:11][C:10]=2[C@:16]([C@@H:22]2[O:27][CH2:26][CH2:25][N:24]([C:28]([O:30][C:31]([CH3:34])([CH3:33])[CH3:32])=[O:29])[CH2:23]2)([OH:21])[CH2:17][CH2:18]C=O)[CH:6]=[CH:7][CH:8]=1)[CH3:2].C(C1C=C(C2C(F)=CC=CC=2[C@@]2([C@@H]3OCC[N:58]([C:62]([O:64][C:65](C)(C)C)=[O:63])[CH2:57]3)CCC(O)O2)C=CC=1)C.[BH3-]C#N.[Na+].CCN(CC)CC. The catalyst is CO.C(Cl)Cl. The product is [CH2:1]([C:3]1[CH:4]=[C:5]([C:9]2[C:14]([F:15])=[CH:13][CH:12]=[CH:11][C:10]=2[C@:16]([C@@H:22]2[O:27][CH2:26][CH2:25][N:24]([C:28]([O:30][C:31]([CH3:33])([CH3:34])[CH3:32])=[O:29])[CH2:23]2)([OH:21])[CH2:17][CH2:18][CH2:57][NH:58][C:62]([O:64][CH3:65])=[O:63])[CH:6]=[CH:7][CH:8]=1)[CH3:2]. The yield is 0.230.